Dataset: Peptide-MHC class II binding affinity with 134,281 pairs from IEDB. Task: Regression. Given a peptide amino acid sequence and an MHC pseudo amino acid sequence, predict their binding affinity value. This is MHC class II binding data. (1) The peptide sequence is RRCKNIPQPVRALLE. The MHC is DRB1_1101 with pseudo-sequence DRB1_1101. The binding affinity (normalized) is 0.150. (2) The peptide sequence is YDKFLANVSTCLTGK. The MHC is DRB1_0802 with pseudo-sequence DRB1_0802. The binding affinity (normalized) is 0.736. (3) The peptide sequence is GKMVAPSFTAEEKAQK. The MHC is H-2-IAk with pseudo-sequence H-2-IAk. The binding affinity (normalized) is 0. (4) The peptide sequence is ATSLDTMTQMNQAFR. The MHC is HLA-DQA10401-DQB10402 with pseudo-sequence HLA-DQA10401-DQB10402. The binding affinity (normalized) is 0.518. (5) The peptide sequence is KPHYYTWGKADIAAN. The MHC is DRB1_1501 with pseudo-sequence DRB1_1501. The binding affinity (normalized) is 0. (6) The peptide sequence is YASVEAANASPLQVA. The MHC is DRB1_1201 with pseudo-sequence DRB1_1201. The binding affinity (normalized) is 0.156. (7) The peptide sequence is NVSHIQSAVVCGRRH. The MHC is DRB3_0202 with pseudo-sequence DRB3_0202. The binding affinity (normalized) is 0.187.